Dataset: Catalyst prediction with 721,799 reactions and 888 catalyst types from USPTO. Task: Predict which catalyst facilitates the given reaction. (1) Reactant: [C:1]([O:5][C:6]([N:8]1[CH2:13][CH2:12][CH:11]([C:14]([OH:16])=O)[CH2:10][CH2:9]1)=[O:7])([CH3:4])([CH3:3])[CH3:2].CN(C(ON1N=NC2C=CC=NC1=2)=[N+](C)C)C.F[P-](F)(F)(F)(F)F.C(N(C(C)C)CC)(C)C.[NH2:50][C:51]1[S:52][C:53]2[CH:59]=[C:58]([OH:60])[CH:57]=[CH:56][C:54]=2[N:55]=1.C([O-])([O-])=O.[Na+].[Na+]. Product: [C:1]([O:5][C:6]([N:8]1[CH2:9][CH2:10][CH:11]([C:14](=[O:16])[NH:50][C:51]2[S:52][C:53]3[CH:59]=[C:58]([OH:60])[CH:57]=[CH:56][C:54]=3[N:55]=2)[CH2:12][CH2:13]1)=[O:7])([CH3:2])([CH3:3])[CH3:4]. The catalyst class is: 18. (2) Reactant: [F:1][C:2]1[CH:7]=[CH:6][C:5]([CH3:8])=[CH:4][C:3]=1[OH:9].CC(C)([O-])C.[K+].[C:16]1(=[O:20])[O:19][CH2:18][CH2:17]1. Product: [F:1][C:2]1[CH:7]=[CH:6][C:5]([CH3:8])=[CH:4][C:3]=1[O:9][CH2:18][CH2:17][C:16]([OH:20])=[O:19]. The catalyst class is: 7. (3) Reactant: [C:1]([OH:10])(=[O:9])[C@@H:2]([C@H:4]([C:6]([OH:8])=[O:7])[OH:5])[OH:3].[Cl:11][C:12]1[N:13]=[CH:14][S:15][C:16]=1[CH2:17][N:18]([CH2:25][CH:26]([CH3:28])[CH3:27])[CH:19]1[CH2:24][CH2:23][NH:22][CH2:21][CH2:20]1. Product: [C:6]([C@@H:4]([C@H:2]([C:1]([OH:10])=[O:9])[OH:3])[OH:5])([OH:8])=[O:7].[Cl:11][C:12]1[N:13]=[CH:14][S:15][C:16]=1[CH2:17][N:18]([CH2:25][CH:26]([CH3:28])[CH3:27])[CH:19]1[CH2:24][CH2:23][NH:22][CH2:21][CH2:20]1. The catalyst class is: 8.